Dataset: Forward reaction prediction with 1.9M reactions from USPTO patents (1976-2016). Task: Predict the product of the given reaction. (1) Given the reactants [CH3:1][O:2][C:3](=[O:41])[C:4]1[CH:9]=[C:8]([O:10][C:11]2[CH:16]=[CH:15][C:14]([C:17]3[CH:22]=[CH:21][C:20](/[CH:23]=[CH:24]/[C:25]4[N:26]([CH2:38][CH3:39])[CH:27]=[C:28]([C:30]5[CH:35]=[CH:34][C:33]([F:36])=[CH:32][C:31]=5[F:37])[N:29]=4)=[CH:19][CH:18]=3)=[CH:13][CH:12]=2)[CH:7]=[CH:6][C:5]=1[NH2:40].[CH3:42][S:43](Cl)(=[O:45])=[O:44], predict the reaction product. The product is: [CH3:1][O:2][C:3](=[O:41])[C:4]1[CH:9]=[C:8]([O:10][C:11]2[CH:12]=[CH:13][C:14]([C:17]3[CH:18]=[CH:19][C:20](/[CH:23]=[CH:24]/[C:25]4[N:26]([CH2:38][CH3:39])[CH:27]=[C:28]([C:30]5[CH:35]=[CH:34][C:33]([F:36])=[CH:32][C:31]=5[F:37])[N:29]=4)=[CH:21][CH:22]=3)=[CH:15][CH:16]=2)[CH:7]=[CH:6][C:5]=1[NH:40][S:43]([CH3:42])(=[O:45])=[O:44]. (2) Given the reactants [C:1]1([CH3:22])C=CC=C[C:2]=1P(C1C=CC=CC=1C)C1C=CC=CC=1C.[CH2:23]([N:25]([CH2:28]C)CC)C.Br[C:31]1[CH:40]=[C:39]2[C:34]([C:35]3[N:44]4[C@@H:45]([CH3:49])[CH2:46][O:47][CH2:48][C:43]4=[N:42][C:36]=3[C:37]([NH2:41])=[N:38]2)=[CH:33][CH:32]=1.C([O-])([O-])=[O:51].[K+].[K+], predict the reaction product. The product is: [NH2:41][C:37]1[C:36]2[N:42]=[C:43]3[CH2:48][O:47][CH2:46][C@H:45]([CH3:49])[N:44]3[C:35]=2[C:34]2[C:39](=[CH:40][C:31](/[CH:2]=[CH:1]/[C:22]([N:25]([CH3:28])[CH3:23])=[O:51])=[CH:32][CH:33]=2)[N:38]=1. (3) Given the reactants [C:1]([C:3]1[C:4]([SH:12])=[N:5][C:6]([CH:9]([CH3:11])[CH3:10])=[CH:7][CH:8]=1)#[N:2].[O-]CC.[Na+].[C:17]([O:20][CH2:21][CH2:22]Br)(=[O:19])[CH3:18], predict the reaction product. The product is: [NH2:2][C:1]1[C:3]2[C:4](=[N:5][C:6]([CH:9]([CH3:10])[CH3:11])=[CH:7][CH:8]=2)[S:12][C:18]=1[C:17]([O:20][CH2:21][CH3:22])=[O:19]. (4) The product is: [N:2]1[C:13]([CH2:12][C:10]#[N:11])=[N:9][N:4]2[CH:5]=[CH:6][CH:7]=[CH:8][C:3]=12. Given the reactants I.[NH:2]=[C:3]1[CH:8]=[CH:7][CH:6]=[CH:5][N:4]1[NH2:9].[C:10]([CH2:12][C:13](OCC)=O)#[N:11].C(O)C, predict the reaction product. (5) Given the reactants [NH2:1][C:2]1[C:7]2=[C:8]([C:16]3[CH:21]=[CH:20][C:19]([NH:22][C:23]([NH:25][C:26]4[CH:31]=[C:30]([C:32]([F:35])([F:34])[F:33])[CH:29]=[CH:28][C:27]=4[F:36])=[O:24])=[CH:18][CH:17]=3)[C:9]([CH2:13][O:14][CH3:15])=[C:10]([CH:11]=O)[N:6]2[N:5]=[CH:4][N:3]=1.[NH:37]1[CH2:42][CH2:41][O:40][CH2:39][CH2:38]1.C(O[BH-](OC(=O)C)OC(=O)C)(=O)C.[Na+], predict the reaction product. The product is: [NH2:1][C:2]1[C:7]2=[C:8]([C:16]3[CH:21]=[CH:20][C:19]([NH:22][C:23]([NH:25][C:26]4[CH:31]=[C:30]([C:32]([F:33])([F:34])[F:35])[CH:29]=[CH:28][C:27]=4[F:36])=[O:24])=[CH:18][CH:17]=3)[C:9]([CH2:13][O:14][CH3:15])=[C:10]([CH2:11][N:37]3[CH2:42][CH2:41][O:40][CH2:39][CH2:38]3)[N:6]2[N:5]=[CH:4][N:3]=1.